This data is from Reaction yield outcomes from USPTO patents with 853,638 reactions. The task is: Predict the reaction yield, written as a fraction of the theoretical maximum amount of product (1.0 means a 100% yield; for example, 0.34 means a 34% yield). (1) The reactants are [CH3:1][C:2]1[CH:11]=[CH:10][C:9]2[C:4](=[CH:5][CH:6]=[C:7]([OH:12])[CH:8]=2)[N:3]=1.N1C=CN=C1.[CH3:18][C:19]([Si:22](Cl)([CH3:24])[CH3:23])([CH3:21])[CH3:20]. The catalyst is CN(C=O)C.C(OCC)(=O)C. The product is [Si:22]([O:12][C:7]1[CH:8]=[C:9]2[C:4](=[CH:5][CH:6]=1)[N:3]=[C:2]([CH3:1])[CH:11]=[CH:10]2)([C:19]([CH3:21])([CH3:20])[CH3:18])([CH3:24])[CH3:23]. The yield is 1.00. (2) The product is [Cl:1][C:2]1[CH:7]=[C:6]([S:38][CH2:36][CH3:37])[N:5]2[N:8]=[C:9]([C:24]3[CH:25]=[CH:26][C:27]([F:30])=[CH:28][CH:29]=3)[C:10]([C:11]3[CH:16]=[CH:15][N:14]=[C:13]([NH:17][C:18]4[CH:23]=[CH:22][CH:21]=[CH:20][CH:19]=4)[N:12]=3)=[C:4]2[CH:3]=1. The catalyst is O1CCCC1.C(OCC)(=O)C. The reactants are [Cl:1][C:2]1[CH:7]=[CH:6][N:5]2[N:8]=[C:9]([C:24]3[CH:29]=[CH:28][C:27]([F:30])=[CH:26][CH:25]=3)[C:10]([C:11]3[CH:16]=[CH:15][N:14]=[C:13]([NH:17][C:18]4[CH:23]=[CH:22][CH:21]=[CH:20][CH:19]=4)[N:12]=3)=[C:4]2[CH:3]=1.C([Li])CCC.[CH2:36]([S:38]SCC)[CH3:37].O. The yield is 0.220. (3) The reactants are [Cl:1][C:2]1[C:7]([F:8])=[CH:6][CH:5]=[C:4]([Cl:9])[C:3]=1[C@H:10]([O:12][C:13]1[C:14]([NH2:28])=[N:15][CH:16]=[C:17](B2OC(C)(C)C(C)(C)O2)[CH:18]=1)[CH3:11].[C:29]([O:33][C:34]([N:36]1[CH2:41][CH2:40][CH:39]([N:42]2[CH:46]=[C:45](Br)[CH:44]=[N:43]2)[CH2:38][CH2:37]1)=[O:35])([CH3:32])([CH3:31])[CH3:30].C([O-])([O-])=O.[Na+].[Na+]. The catalyst is COCCOC.O.Cl[Pd](Cl)([P](C1C=CC=CC=1)(C1C=CC=CC=1)C1C=CC=CC=1)[P](C1C=CC=CC=1)(C1C=CC=CC=1)C1C=CC=CC=1. The product is [C:29]([O:33][C:34]([N:36]1[CH2:37][CH2:38][CH:39]([N:42]2[CH:46]=[C:45]([C:17]3[CH:16]=[N:15][C:14]([NH2:28])=[C:13]([O:12][C@@H:10]([C:3]4[C:4]([Cl:9])=[CH:5][CH:6]=[C:7]([F:8])[C:2]=4[Cl:1])[CH3:11])[CH:18]=3)[CH:44]=[N:43]2)[CH2:40][CH2:41]1)=[O:35])([CH3:32])([CH3:30])[CH3:31]. The yield is 0.650. (4) The product is [F:1][C:2]1[C:3]([CH:11]2[CH2:15][CH2:14][CH2:13][O:12]2)=[C:4]([CH:5]=[CH:6][CH:7]=1)[NH2:8]. The catalyst is [Pd].CO.CCOCC. The yield is 0.840. The reactants are [F:1][C:2]1[CH:7]=[CH:6][CH:5]=[C:4]([N+:8]([O-])=O)[C:3]=1[CH:11]1[CH2:15][CH:14]=[CH:13][O:12]1.FC1C=CC=C([N+]([O-])=O)C=1C1C=CCO1.CCN(CC)CC. (5) The reactants are [O:1]1[C:5]2([CH2:10][CH2:9][C:8](=O)[CH2:7][CH2:6]2)[O:4][CH2:3][CH2:2]1.[C:12]1([C@@H:18]([NH2:20])[CH3:19])[CH:17]=[CH:16][CH:15]=[CH:14][CH:13]=1.C(O[BH-](OC(=O)C)OC(=O)C)(=O)C.[Na+]. The catalyst is ClC(Cl)C. The product is [C:12]1([C@@H:18]([NH:20][CH:8]2[CH2:9][CH2:10][C:5]3([O:4][CH2:3][CH2:2][O:1]3)[CH2:6][CH2:7]2)[CH3:19])[CH:17]=[CH:16][CH:15]=[CH:14][CH:13]=1. The yield is 0.670. (6) The reactants are [C:1]([O:5][C:6]([N:8]1[CH2:13][CH2:12][CH2:11][CH:10]([C:14]([OH:16])=[O:15])[CH2:9]1)=[O:7])([CH3:4])([CH3:3])[CH3:2].[CH3:17][Si](C=[N+]=[N-])(C)C. The catalyst is CO.C1(C)C=CC=CC=1. The product is [CH3:17][O:15][C:14]([CH:10]1[CH2:11][CH2:12][CH2:13][N:8]([C:6]([O:5][C:1]([CH3:4])([CH3:2])[CH3:3])=[O:7])[CH2:9]1)=[O:16]. The yield is 0.837. (7) The reactants are [O:1]1[CH:5]=[CH:4][CH:3]=[C:2]1[C:6]1[C:14]2[C:9](=[CH:10][CH:11]=[C:12]([C:15]#[N:16])[CH:13]=2)[N:8](C2CCCCO2)[N:7]=1.[N:23]([Sn](CCCC)(CCCC)CCCC)=[N+:24]=[N-:25].Cl. The catalyst is C1(C)C=CC=CC=1.O1CCOCC1. The product is [N:23]1[NH:24][N:25]=[N:16][C:15]=1[C:12]1[CH:13]=[C:14]2[C:9](=[CH:10][CH:11]=1)[NH:8][N:7]=[C:6]2[C:2]1[O:1][CH:5]=[CH:4][CH:3]=1. The yield is 0.0470. (8) The reactants are [CH3:1][C:2]1([CH3:16])[O:15][C:6]2=[C:7]([CH3:14])[N:8]=[CH:9][C:10]([CH2:11][CH2:12][NH2:13])=[C:5]2[CH2:4][O:3]1.[C:17]([C:19]1[CH:20]=[C:21]([CH:25]=[CH:26][CH:27]=1)[C:22](O)=[O:23])#[N:18]. The product is [C:17]([C:19]1[CH:20]=[C:21]([CH:25]=[CH:26][CH:27]=1)[C:22]([NH:13][CH2:12][CH2:11][C:10]1[CH:9]=[N:8][C:7]([CH3:14])=[C:6]2[O:15][C:2]([CH3:16])([CH3:1])[O:3][CH2:4][C:5]=12)=[O:23])#[N:18]. No catalyst specified. The yield is 0.700. (9) The reactants are [C:1]1([C@H:7]([N:9]2[CH2:14][CH2:13][O:12][C@@H:11]([C:15]3[CH:22]=[CH:21][C:18]([CH:19]=O)=[CH:17][CH:16]=3)[CH2:10]2)[CH3:8])[CH:6]=[CH:5][CH:4]=[CH:3][CH:2]=1.C([O-])(=O)C.[Na+].Cl.[NH2:29]O. The catalyst is C(O)C. The product is [C:1]1([C@H:7]([N:9]2[CH2:14][CH2:13][O:12][C@@H:11]([C:15]3[CH:22]=[CH:21][C:18]([C:19]#[N:29])=[CH:17][CH:16]=3)[CH2:10]2)[CH3:8])[CH:6]=[CH:5][CH:4]=[CH:3][CH:2]=1. The yield is 0.860. (10) The reactants are [NH2:1][C:2]1[C:3]([C:19]2[O:23][C:22]([C:24]3[CH:33]=[CH:32][C:27]([C:28](OC)=[O:29])=[CH:26][CH:25]=3)=[N:21][N:20]=2)=[N:4][C:5]([C:8]2[CH:13]=[CH:12][C:11]([C:14](=O)[N:15]([CH3:17])[CH3:16])=[CH:10][CH:9]=2)=[CH:6][N:7]=1.CC(C[AlH]CC(C)C)C.Cl.[OH-].[Na+]. The catalyst is C1COCC1. The product is [NH2:1][C:2]1[C:3]([C:19]2[O:23][C:22]([C:24]3[CH:25]=[CH:26][C:27]([CH2:28][OH:29])=[CH:32][CH:33]=3)=[N:21][N:20]=2)=[N:4][C:5]([C:8]2[CH:13]=[CH:12][C:11]([CH2:14][N:15]([CH3:17])[CH3:16])=[CH:10][CH:9]=2)=[CH:6][N:7]=1. The yield is 0.330.